This data is from Peptide-MHC class I binding affinity with 185,985 pairs from IEDB/IMGT. The task is: Regression. Given a peptide amino acid sequence and an MHC pseudo amino acid sequence, predict their binding affinity value. This is MHC class I binding data. (1) The peptide sequence is ESNIEIMDK. The MHC is HLA-A31:01 with pseudo-sequence HLA-A31:01. The binding affinity (normalized) is 0. (2) The peptide sequence is KAFPSNMMV. The MHC is HLA-B15:17 with pseudo-sequence HLA-B15:17. The binding affinity (normalized) is 0.674. (3) The peptide sequence is RTRAGRHAF. The MHC is HLA-C07:01 with pseudo-sequence HLA-C07:01. The binding affinity (normalized) is 0.0847. (4) The peptide sequence is FHEFLSSKL. The MHC is HLA-B58:01 with pseudo-sequence HLA-B58:01. The binding affinity (normalized) is 0.0847. (5) The peptide sequence is NMLSTVLGV. The MHC is HLA-A02:03 with pseudo-sequence HLA-A02:03. The binding affinity (normalized) is 0.784. (6) The peptide sequence is GARVIWMDAY. The MHC is Mamu-B01 with pseudo-sequence Mamu-B01. The binding affinity (normalized) is 0.144. (7) The peptide sequence is IRHVYHNLK. The MHC is HLA-B15:01 with pseudo-sequence HLA-B15:01. The binding affinity (normalized) is 0.0847. (8) The binding affinity (normalized) is 0.225. The MHC is HLA-B27:05 with pseudo-sequence HLA-B27:05. The peptide sequence is FKNSVFYSV.